Dataset: Peptide-MHC class II binding affinity with 134,281 pairs from IEDB. Task: Regression. Given a peptide amino acid sequence and an MHC pseudo amino acid sequence, predict their binding affinity value. This is MHC class II binding data. (1) The peptide sequence is EVKSSKPLVGPFNFR. The MHC is DRB4_0101 with pseudo-sequence DRB4_0103. The binding affinity (normalized) is 0.180. (2) The peptide sequence is TSSDDQITLIKTPSL. The MHC is DRB1_0101 with pseudo-sequence DRB1_0101. The binding affinity (normalized) is 0.844. (3) The peptide sequence is TANVPPADKYKTLEA. The MHC is DRB1_1201 with pseudo-sequence DRB1_1201. The binding affinity (normalized) is 0.0850. (4) The peptide sequence is YDKFLANVSTVDTGK. The MHC is DRB1_0405 with pseudo-sequence DRB1_0405. The binding affinity (normalized) is 0.769. (5) The peptide sequence is VYQFKSVEFDMSHLN. The MHC is DRB1_0802 with pseudo-sequence DRB1_0802. The binding affinity (normalized) is 0.193.